Dataset: Full USPTO retrosynthesis dataset with 1.9M reactions from patents (1976-2016). Task: Predict the reactants needed to synthesize the given product. The reactants are: [C:1]([O:9]CC)(=[O:8])[CH2:2][C:3](OCC)=O.[H-].[Na+].BrC[C:16]1[CH:21]=[CH:20][C:19]([N+:22]([O-:24])=[O:23])=[CH:18][C:17]=1[CH2:25]Br.[OH-].[Na+]. Given the product [N+:22]([C:19]1[CH:18]=[C:17]2[C:16](=[CH:21][CH:20]=1)[CH2:3][CH:2]([C:1]([OH:9])=[O:8])[CH2:25]2)([O-:24])=[O:23], predict the reactants needed to synthesize it.